Task: Predict the reaction yield, written as a fraction of the theoretical maximum amount of product (1.0 means a 100% yield; for example, 0.34 means a 34% yield).. Dataset: Reaction yield outcomes from USPTO patents with 853,638 reactions (1) The reactants are [N:1]1[C:10]2[C:5](=[CH:6][CH:7]=[CH:8][CH:9]=2)[N:4]=[CH:3][C:2]=1[C:11](Cl)=[O:12].[Cl:14][CH:15]1[CH:20]2[CH:18]3[CH:19]2[CH2:21][CH:16]1[CH:17]3[NH2:22].N1C=CC=CC=1. The catalyst is O. The product is [Cl:14][CH:15]1[CH:20]2[CH:18]3[CH:19]2[CH2:21][CH:16]1[CH:17]3[NH:22][C:11]([C:2]1[CH:3]=[N:4][C:5]2[C:10](=[CH:9][CH:8]=[CH:7][CH:6]=2)[N:1]=1)=[O:12]. The yield is 0.370. (2) The reactants are [CH:1]([N-]C(C)C)(C)C.[Li+].[F:9][C:10]([F:18])([F:17])[CH2:11][CH2:12][CH2:13][C:14]([OH:16])=[O:15].CI.Cl. The catalyst is C1COCC1. The product is [F:9][C:10]([F:18])([F:17])[CH2:11][CH2:12][CH:13]([CH3:1])[C:14]([OH:16])=[O:15]. The yield is 0.610. (3) The yield is 0.640. The product is [CH3:1][N:2]1[CH2:3][CH2:4][N:5]([C:8]2[CH:13]=[CH:12][C:11]([NH2:14])=[CH:10][CH:9]=2)[CH2:6][CH2:7]1. The reactants are [CH3:1][N:2]1[CH2:7][CH2:6][N:5]([C:8]2[CH:13]=[CH:12][C:11]([N+:14]([O-])=O)=[CH:10][CH:9]=2)[CH2:4][CH2:3]1. The catalyst is CO.ClCCl.[Pd]. (4) The reactants are [CH3:1][C:2]1[CH:10]=[C:9]([CH3:11])[C:8]([C:12]2[N:13]=[C:14]([CH:18]3[CH2:22][CH2:21][O:20][CH2:19]3)[NH:15][C:16]=2[CH3:17])=[CH:7][C:3]=1[C:4](O)=[O:5].Cl.[NH:24]1[CH2:27][CH:26]([C:28]2[CH:35]=[CH:34][C:31]([C:32]#[N:33])=[CH:30][CH:29]=2)[CH2:25]1.CCN=C=NCCCN(C)C.C1C=CC2N(O)N=NC=2C=1.CCN(C(C)C)C(C)C. The catalyst is CN(C=O)C. The product is [CH3:1][C:2]1[CH:10]=[C:9]([CH3:11])[C:8]([C:12]2[N:13]=[C:14]([CH:18]3[CH2:22][CH2:21][O:20][CH2:19]3)[NH:15][C:16]=2[CH3:17])=[CH:7][C:3]=1[C:4]([N:24]1[CH2:27][CH:26]([C:28]2[CH:35]=[CH:34][C:31]([C:32]#[N:33])=[CH:30][CH:29]=2)[CH2:25]1)=[O:5]. The yield is 0.120. (5) The reactants are C=O.[C:3](O)(=O)C.[C:7]([BH3-])#[N:8].[Na+].N[C@H:12]1[C@@H:17]([NH:18][C:19]([O:21][CH2:22][C:23]2[CH:28]=[CH:27][CH:26]=[CH:25][CH:24]=2)=[O:20])[CH2:16][CH2:15][N:14]([C:29]([O:31][C:32]([CH3:35])([CH3:34])[CH3:33])=[O:30])[CH2:13]1. The catalyst is O1CCCC1.CO. The product is [CH2:22]([O:21][C:19]([NH:18][C@H:17]1[CH2:16][CH2:15][N:14]([C:29]([O:31][C:32]([CH3:35])([CH3:34])[CH3:33])=[O:30])[CH2:13][C@H:12]1[N:8]([CH3:7])[CH3:3])=[O:20])[C:23]1[CH:28]=[CH:27][CH:26]=[CH:25][CH:24]=1. The yield is 0.940. (6) The reactants are [CH3:1][O:2][C:3]([C@@H:5]1[CH2:18][C@H:17]([OH:19])[C:16](=[O:20])[C@H:15]2[C@@:6]1([CH3:28])[CH2:7][CH2:8][C@H:9]1[C@:14]2([CH3:21])[CH2:13][C@@H:12]([C:22]2[CH:26]=[CH:25][O:24][CH:23]=2)[O:11][C:10]1=[O:27])=[O:4].C[Si](Cl)(C)C.[C:34]1([N:40]=[C:41]=[O:42])[CH:39]=[CH:38][CH:37]=[CH:36][CH:35]=1. The catalyst is C(Cl)Cl. The product is [CH3:1][O:2][C:3]([C@@H:5]1[CH2:18][C@H:17]([O:19][C:41](=[O:42])[NH:40][C:34]2[CH:39]=[CH:38][CH:37]=[CH:36][CH:35]=2)[C:16](=[O:20])[C@H:15]2[C@@:6]1([CH3:28])[CH2:7][CH2:8][C@@H:9]1[C@:14]2([CH3:21])[CH2:13][C@@H:12]([C:22]2[CH:26]=[CH:25][O:24][CH:23]=2)[O:11][C:10]1=[O:27])=[O:4]. The yield is 0.140. (7) The reactants are C(O[C:6]([NH:8][CH:9]1[CH2:14][CH2:13][N:12]([CH:15]2[CH2:18][N:17]([C:19](OC(C)(C)C)=O)[CH2:16]2)[CH2:11][CH2:10]1)=O)(C)(C)C.[H-].[Al+3].[Li+].[H-].[H-].[H-].O.[OH-].[Na+]. The catalyst is O1CCCC1. The product is [CH3:6][NH:8][CH:9]1[CH2:14][CH2:13][N:12]([CH:15]2[CH2:16][N:17]([CH3:19])[CH2:18]2)[CH2:11][CH2:10]1. The yield is 0.834.